This data is from Full USPTO retrosynthesis dataset with 1.9M reactions from patents (1976-2016). The task is: Predict the reactants needed to synthesize the given product. (1) Given the product [CH3:1][C:2]1[CH:7]=[CH:6][C:5]([S:8]([N:12]2[C:16]3=[N:17][CH:18]=[CH:19][CH:20]=[C:15]3[CH:14]=[CH:13]2)(=[O:10])=[O:9])=[CH:4][CH:3]=1, predict the reactants needed to synthesize it. The reactants are: [CH3:1][C:2]1[CH:7]=[CH:6][C:5]([S:8](Cl)(=[O:10])=[O:9])=[CH:4][CH:3]=1.[NH:12]1[C:16]2=[N:17][CH:18]=[CH:19][CH:20]=[C:15]2[CH:14]=[CH:13]1.[OH-].[Na+]. (2) Given the product [F:21][C:20]([F:23])([F:22])[C:6]([C:5]1[C:4]([N:12]2[CH:16]=[CH:15][C:14]([CH3:17])=[N:13]2)=[N:3][C:2]([CH3:1])=[CH:11][CH:10]=1)=[O:8], predict the reactants needed to synthesize it. The reactants are: [CH3:1][C:2]1[CH:11]=[CH:10][C:5]([C:6]([O:8]C)=O)=[C:4]([N:12]2[CH:16]=[CH:15][C:14]([CH3:17])=[N:13]2)[N:3]=1.C[Si](C)(C)[C:20]([F:23])([F:22])[F:21].[F-].C([N+](CCCC)(CCCC)CCCC)CCC. (3) The reactants are: [Cl:1][C:2]1[C:3]([C:8](N(OC)C)=[O:9])=[N:4][S:5][C:6]=1[Cl:7].[CH3:14][Mg+].[Br-]. Given the product [Cl:1][C:2]1[C:3]([C:8](=[O:9])[CH3:14])=[N:4][S:5][C:6]=1[Cl:7], predict the reactants needed to synthesize it. (4) Given the product [C:1]([O:5][C:6]([N:8]1[CH:17]([CH3:18])[CH2:16][C:15]2[C:14]([Cl:40])=[N:13][CH:12]=[N:11][C:10]=2[CH2:9]1)=[O:7])([CH3:4])([CH3:3])[CH3:2], predict the reactants needed to synthesize it. The reactants are: [C:1]([O:5][C:6]([N:8]1[CH:17]([CH3:18])[CH2:16][C:15]2[C:14](=O)[NH:13][CH:12]=[N:11][C:10]=2[CH2:9]1)=[O:7])([CH3:4])([CH3:3])[CH3:2].C1(P(C2C=CC=CC=2)C2C=CC=CC=2)C=CC=CC=1.C(Cl)(Cl)(Cl)[Cl:40]. (5) Given the product [C:56]([O:55][C:53]([N:50]1[CH2:51][CH2:52][N:47]([CH2:46][CH2:45][N:25]2[CH2:26][CH2:27][C@@H:23]([CH2:22][N:18]3[C:19]4[C:14](=[CH:13][C:12]([C:9]5[CH:10]=[N:11][C:6]([NH:5][C:4]([NH:3][CH2:1][CH3:2])=[O:43])=[CH:7][C:8]=5[C:34]5[S:35][CH:36]=[C:37]([C:39]([F:42])([F:41])[F:40])[N:38]=5)=[CH:21][CH:20]=4)[C:15](=[O:33])[C:16]([C:28]([O:30][CH2:31][CH3:32])=[O:29])=[CH:17]3)[CH2:24]2)[CH2:48][CH2:49]1)=[O:54])([CH3:59])([CH3:58])[CH3:57], predict the reactants needed to synthesize it. The reactants are: [CH2:1]([NH:3][C:4](=[O:43])[NH:5][C:6]1[N:11]=[CH:10][C:9]([C:12]2[CH:13]=[C:14]3[C:19](=[CH:20][CH:21]=2)[N:18]([CH2:22][C@@H:23]2[CH2:27][CH2:26][NH:25][CH2:24]2)[CH:17]=[C:16]([C:28]([O:30][CH2:31][CH3:32])=[O:29])[C:15]3=[O:33])=[C:8]([C:34]2[S:35][CH:36]=[C:37]([C:39]([F:42])([F:41])[F:40])[N:38]=2)[CH:7]=1)[CH3:2].Cl[CH2:45][CH2:46][N:47]1[CH2:52][CH2:51][N:50]([C:53]([O:55][C:56]([CH3:59])([CH3:58])[CH3:57])=[O:54])[CH2:49][CH2:48]1.C(=O)([O-])[O-].[K+].[K+]. (6) Given the product [C:11]1([CH2:17][N:18]2[CH2:23][CH2:22][CH:21]([N:1]3[C:7](=[O:10])[CH2:8][NH:9][C:2]3=[O:3])[CH2:20][CH2:19]2)[CH:16]=[CH:15][CH:14]=[CH:13][CH:12]=1, predict the reactants needed to synthesize it. The reactants are: [N-:1]=[C:2]=[O:3].C(O[C:7](=[O:10])[CH2:8][NH2:9])C.[C:11]1([CH2:17][N:18]2[CH2:23][CH2:22][CH:21](N)[CH2:20][CH2:19]2)[CH:16]=[CH:15][CH:14]=[CH:13][CH:12]=1.CCO.Cl. (7) Given the product [Cl:1][C:2]1[CH:3]=[C:4]([NH:9][C:10]([N:12]2[CH2:17][CH2:16][N:15]([C:27]([CH:30]3[CH2:34][CH2:33][N:32]([C:35]([O:37][C:38]([CH3:41])([CH3:40])[CH3:39])=[O:36])[CH2:31]3)=[O:28])[CH2:14][CH2:13]2)=[O:11])[CH:5]=[CH:6][C:7]=1[Cl:8], predict the reactants needed to synthesize it. The reactants are: [Cl:1][C:2]1[CH:3]=[C:4]([NH:9][C:10]([N:12]2[CH2:17][CH2:16][NH:15][CH2:14][CH2:13]2)=[O:11])[CH:5]=[CH:6][C:7]=1[Cl:8].CCN(C(C)C)C(C)C.[C:27]([CH:30]1[CH2:34][CH2:33][N:32]([C:35]([O:37][C:38]([CH3:41])([CH3:40])[CH3:39])=[O:36])[C@@H:31]1C(O)=O)(O)=[O:28].CN(C(ON1N=NC2C=CC=NC1=2)=[N+](C)C)C.F[P-](F)(F)(F)(F)F. (8) Given the product [CH3:21][O:20][C:18]([C:17]1[S:6][C:5]([NH:4][C:7]2[CH:12]=[CH:11][CH:10]=[CH:9][CH:8]=2)=[N:15][C:14]=1[NH2:13])=[O:19], predict the reactants needed to synthesize it. The reactants are: C[O-].[Na+].[N:4]([C:7]1[CH:12]=[CH:11][CH:10]=[CH:9][CH:8]=1)=[C:5]=[S:6].[NH2:13][C:14]#[N:15].Cl[CH2:17][C:18]([O:20][CH3:21])=[O:19]. (9) Given the product [CH2:15]([O:14][C:12]([N:8]1[C:9]2[C:5](=[CH:4][CH:3]=[C:2]([CH3:1])[CH:10]=2)[CH:6]=[CH:7]1)=[O:13])[CH3:16], predict the reactants needed to synthesize it. The reactants are: [CH3:1][C:2]1[CH:10]=[C:9]2[C:5]([CH:6]=[CH:7][NH:8]2)=[CH:4][CH:3]=1.Cl[C:12]([O:14][CH2:15][CH3:16])=[O:13]. (10) Given the product [Br:19][C:4]1[CH:5]=[C:6]2[C:10](=[C:2]([F:1])[CH:3]=1)[NH:9][C:8](=[O:11])[C:7]12[CH2:13][CH2:12]1, predict the reactants needed to synthesize it. The reactants are: [F:1][C:2]1[CH:3]=[CH:4][CH:5]=[C:6]2[C:10]=1[NH:9][C:8](=[O:11])[C:7]12[CH2:13][CH2:12]1.C([O-])(=O)C.[Na+].[Br:19]Br.